Dataset: Forward reaction prediction with 1.9M reactions from USPTO patents (1976-2016). Task: Predict the product of the given reaction. (1) Given the reactants [CH3:1][O:2][C:3]1[CH:4]=[CH:5][C:6]2[O:11][CH2:10][C:9](=[O:12])[N:8]([CH2:13][CH2:14][N:15]3[CH2:20][CH2:19][CH:18]([NH:21][C:22](=[O:28])[O:23][C:24]([CH3:27])([CH3:26])[CH3:25])[CH2:17][CH2:16]3)[C:7]=2[CH:29]=1.I([O-])(=O)(=O)=[O:31].[Na+], predict the reaction product. The product is: [CH3:1][O:2][C:3]1[CH:4]=[CH:5][C:6]2[O:11][CH2:10][C:9](=[O:12])[N:8]([CH2:13][CH2:14][N:15]3[CH2:16][CH2:17][CH:18]([NH:21][C:22](=[O:28])[O:23][C:24]([CH3:26])([CH3:25])[CH3:27])[CH2:19][C:20]3=[O:31])[C:7]=2[CH:29]=1. (2) The product is: [F:27][C:28]([F:35])([F:34])[C:29](=[CH2:33])[C:30]([O:13][C:11]([C:1]12[CH2:8][CH:7]3[CH2:6][CH:5]([CH2:4][CH:3]([CH2:9]3)[CH2:2]1)[CH2:10]2)([CH3:14])[CH3:12])=[O:31]. Given the reactants [C:1]12([C:11]([CH3:14])([OH:13])[CH3:12])[CH2:10][CH:5]3[CH2:6][CH:7]([CH2:9][CH:3]([CH2:4]3)[CH2:2]1)[CH2:8]2.C(N(CC)CC)C.O1CCCC1.[F:27][C:28]([F:35])([F:34])[C:29](=[CH2:33])[C:30](Cl)=[O:31], predict the reaction product.